This data is from Full USPTO retrosynthesis dataset with 1.9M reactions from patents (1976-2016). The task is: Predict the reactants needed to synthesize the given product. (1) Given the product [CH3:1][C:2]1[C:7]([C:8]([OH:9])=[O:28])=[C:6]([O:17][C:16]2[C:15]([C:18]([OH:20])=[O:19])=[CH:14][C:13]([O:21][CH3:22])=[C:12]([CH3:23])[C:11]=2[OH:10])[C:5]([CH:24]=[O:25])=[C:4]([OH:26])[CH:3]=1, predict the reactants needed to synthesize it. The reactants are: [CH3:1][C:2]1[C:7]2[C:8]([O:10][C:11]3[C:12]([CH3:23])=[C:13]([O:21][CH3:22])[CH:14]=[C:15]([C:18]([OH:20])=[O:19])[C:16]=3[O:17][C:6]=2[C:5]([CH:24]=[O:25])=[C:4]([OH:26])[CH:3]=1)=[O:9].Cl.[OH-:28].[Li+]. (2) Given the product [Cl:1][C:2]1[CH:7]=[C:6]([Cl:8])[CH:5]=[CH:4][C:3]=1[C:9]1[N:10]=[C:11](/[CH:30]=[CH:31]/[C:32]2[CH:33]=[CH:34][C:35]([O:38][CH2:40][C:41]([OH:43])=[O:42])=[CH:36][CH:37]=2)[N:12]([CH2:14][C:15](=[O:16])[NH:17][CH:18]([C:20]2[C:29]3[C:24](=[CH:25][CH:26]=[CH:27][CH:28]=3)[CH:23]=[CH:22][CH:21]=2)[CH3:19])[CH:13]=1, predict the reactants needed to synthesize it. The reactants are: [Cl:1][C:2]1[CH:7]=[C:6]([Cl:8])[CH:5]=[CH:4][C:3]=1[C:9]1[N:10]=[C:11](/[CH:30]=[CH:31]/[C:32]2[CH:37]=[CH:36][C:35]([OH:38])=[CH:34][CH:33]=2)[N:12]([CH2:14][C:15]([NH:17][CH:18]([C:20]2[C:29]3[C:24](=[CH:25][CH:26]=[CH:27][CH:28]=3)[CH:23]=[CH:22][CH:21]=2)[CH3:19])=[O:16])[CH:13]=1.Br[CH2:40][C:41]([O:43]C)=[O:42]. (3) Given the product [O:26]=[C:17]1[N:16]([C:13]2[CH:14]=[CH:15][C:7]3[C:6]4[NH:29][N:2]=[CH:4][C:5]=4[CH2:11][CH2:10][CH2:9][C:8]=3[CH:12]=2)[CH2:20][C@H:19]([CH2:21][NH:22][C:23](=[O:25])[CH3:24])[O:18]1, predict the reactants needed to synthesize it. The reactants are: C[N:2]([CH:4]=[C:5]1[CH2:11][CH2:10][CH2:9][C:8]2[CH:12]=[C:13]([N:16]3[CH2:20][C@H:19]([CH2:21][NH:22][C:23](=[O:25])[CH3:24])[O:18][C:17]3=[O:26])[CH:14]=[CH:15][C:7]=2[C:6]1=O)C.O.[NH2:29]N.O. (4) Given the product [NH2:1][C:2]1[CH:3]=[C:4]([NH:32][CH2:31][CH2:30][NH:29][C:23]2[CH:28]=[CH:27][CH:26]=[CH:25][CH:24]=2)[C:5]([C:13]#[N:14])=[C:6]([C:8]2[O:9][CH:10]=[CH:11][CH:12]=2)[N:7]=1, predict the reactants needed to synthesize it. The reactants are: [NH2:1][C:2]1[N:7]=[C:6]([C:8]2[O:9][CH:10]=[CH:11][CH:12]=2)[C:5]([C:13]#[N:14])=[C:4](OS(C(F)(F)F)(=O)=O)[CH:3]=1.[C:23]1([NH:29][CH2:30][CH2:31][NH2:32])[CH:28]=[CH:27][CH:26]=[CH:25][CH:24]=1. (5) Given the product [F:1][C:2]1[CH:3]=[C:4]([CH:5]=[CH:23][CH:24]=[O:25])[CH:7]=[CH:8][C:9]=1[N:10]1[CH:14]=[N:13][CH:12]=[N:11]1, predict the reactants needed to synthesize it. The reactants are: [F:1][C:2]1[CH:3]=[C:4]([CH:7]=[CH:8][C:9]=1[N:10]1[CH:14]=[N:13][CH:12]=[N:11]1)[CH:5]=O.N1(C2C=C[C:23]([CH:24]=[O:25])=CC=2)C=CC=N1.